Dataset: Retrosynthesis with 50K atom-mapped reactions and 10 reaction types from USPTO. Task: Predict the reactants needed to synthesize the given product. Given the product CC(=O)c1ccc(-c2ccc(O)cc2)c(C)c1, predict the reactants needed to synthesize it. The reactants are: COc1ccc(-c2ccc(C(C)=O)cc2C)cc1.